From a dataset of Forward reaction prediction with 1.9M reactions from USPTO patents (1976-2016). Predict the product of the given reaction. (1) Given the reactants [Br:1][C:2]1[CH:3]=[C:4]([NH2:8])[CH:5]=[N:6][CH:7]=1.[CH3:9][S:10](Cl)(=[O:12])=[O:11].Cl, predict the reaction product. The product is: [Br:1][C:2]1[CH:3]=[C:4]([NH:8][S:10]([CH3:9])(=[O:12])=[O:11])[CH:5]=[N:6][CH:7]=1. (2) Given the reactants ClC1C=CC=C(C(OO)=[O:9])C=1.[C:12]1([CH2:18][CH2:19][CH:20]=[CH2:21])[CH:17]=[CH:16][CH:15]=[CH:14][CH:13]=1, predict the reaction product. The product is: [O:9]1[CH2:21][CH:20]1[CH2:19][CH2:18][C:12]1[CH:17]=[CH:16][CH:15]=[CH:14][CH:13]=1. (3) Given the reactants [F:1][C:2]1[CH:7]=[CH:6][CH:5]=[CH:4][C:3]=1[NH:8][C:9]1[N:17]=[CH:16][CH:15]=[CH:14][C:10]=1[C:11]([OH:13])=O.Cl.[NH2:19][C:20]([CH3:25])([CH2:23][CH3:24])[C:21]#[CH:22].C1C=CC2N(O)N=NC=2C=1.CCN=C=NCCCN(C)C.CCN(C(C)C)C(C)C, predict the reaction product. The product is: [F:1][C:2]1[CH:7]=[CH:6][CH:5]=[CH:4][C:3]=1[NH:8][C:9]1[N:17]=[CH:16][CH:15]=[CH:14][C:10]=1[C:11]([NH:19][C:20]([CH3:25])([CH2:23][CH3:24])[C:21]#[CH:22])=[O:13]. (4) Given the reactants F[C:2]1[CH:3]=[C:4]([C:9]2[CH:10]=[C:11]([C:20]([O:22][CH3:23])=[O:21])[C:12](=[O:19])[N:13]([CH2:15][CH:16]([CH3:18])[CH3:17])[N:14]=2)[CH:5]=[CH:6][C:7]=1C.COC(C1C(=O)NN=C(C2C=CC=CC=2)C=1)=O, predict the reaction product. The product is: [CH2:15]([N:13]1[C:12](=[O:19])[C:11]([C:20]([O:22][CH3:23])=[O:21])=[CH:10][C:9]([C:4]2[CH:3]=[CH:2][CH:7]=[CH:6][CH:5]=2)=[N:14]1)[CH:16]([CH3:18])[CH3:17]. (5) Given the reactants [CH2:1]([N:7]1[CH:11]=[C:10]([C:12]([NH:14][CH2:15][C:16]2[CH:21]=[CH:20][CH:19]=[C:18]([O:22][C:23]([F:26])([F:25])[F:24])[CH:17]=2)=[O:13])[N:9]=[N:8]1)[CH2:2][CH2:3][CH2:4][C:5]#[CH:6].O=C1O[C@H]([C@H](CO)O)C([O-])=C1O.[Na+].[N:40]([CH2:43][CH:44]1[CH2:49][CH2:48][N:47]([C:50]([O:52][C:53]([CH3:56])([CH3:55])[CH3:54])=[O:51])[CH2:46][CH2:45]1)=[N+:41]=[N-:42], predict the reaction product. The product is: [F:26][C:23]([F:25])([F:24])[O:22][C:18]1[CH:17]=[C:16]([CH:21]=[CH:20][CH:19]=1)[CH2:15][NH:14][C:12]([C:10]1[N:9]=[N:8][N:7]([CH2:1][CH2:2][CH2:3][CH2:4][C:5]2[N:42]=[N:41][N:40]([CH2:43][CH:44]3[CH2:49][CH2:48][N:47]([C:50]([O:52][C:53]([CH3:56])([CH3:55])[CH3:54])=[O:51])[CH2:46][CH2:45]3)[CH:6]=2)[CH:11]=1)=[O:13]. (6) Given the reactants [NH2:1][C:2]1[C:7]([NH:8][C:9]([C:11]2([C:14]3[CH:19]=[N:18][CH:17]=[CH:16][N:15]=3)[CH2:13][CH2:12]2)=O)=[CH:6][CH:5]=[C:4]([N:20]2[CH2:25][CH2:24][CH2:23][C@@H:22]([C:26]([N:28]3[CH2:32][CH2:31][CH2:30][CH2:29]3)=[O:27])[CH2:21]2)[N:3]=1.CO.C[O-].[Na+], predict the reaction product. The product is: [N:15]1[CH:16]=[CH:17][N:18]=[CH:19][C:14]=1[C:11]1([C:9]2[NH:1][C:2]3=[N:3][C:4]([N:20]4[CH2:25][CH2:24][CH2:23][C@@H:22]([C:26]([N:28]5[CH2:32][CH2:31][CH2:30][CH2:29]5)=[O:27])[CH2:21]4)=[CH:5][CH:6]=[C:7]3[N:8]=2)[CH2:13][CH2:12]1. (7) Given the reactants [CH3:1][C:2]1[CH:11]=[CH:10][C:5]([C:6]([O:8][CH3:9])=[O:7])=[C:4]([C:12]2[CH:17]=[CH:16][CH:15]=[CH:14][CH:13]=2)[CH:3]=1.[Br:18]N1C(=O)CCC1=O.N(C(C)(C)C#N)=NC(C)(C)C#N.C(OOC(=O)C1C=CC=CC=1)(=O)C1C=CC=CC=1, predict the reaction product. The product is: [Br:18][CH2:1][C:2]1[CH:11]=[CH:10][C:5]([C:6]([O:8][CH3:9])=[O:7])=[C:4]([C:12]2[CH:17]=[CH:16][CH:15]=[CH:14][CH:13]=2)[CH:3]=1. (8) The product is: [CH3:1][C:2]1[CH:7]=[C:6]([O:13][CH3:12])[CH:5]=[CH:4][N+:3]=1[O-:11]. Given the reactants [CH3:1][C:2]1[CH:7]=[C:6]([N+]([O-])=O)[CH:5]=[CH:4][N+:3]=1[O-:11].[CH3:12][O-:13].[Na+].CO.Cl, predict the reaction product. (9) Given the reactants [F:1][C:2]1[CH:3]=[C:4]2[C:8](=[CH:9][CH:10]=1)[N:7]([CH2:11][C:12]([O:14][CH3:15])=[O:13])[C:6]([CH3:16])=[CH:5]2.[O:17]=[C:18]1[N:23]([CH2:24][C:25]2[CH:30]=[CH:29][C:28]([C:31]([F:34])([F:33])[F:32])=[CH:27][CH:26]=2)[N:22]=[C:21]([CH:35]=O)[CH:20]=[CH:19]1.C([SiH](CC)CC)C.FC(F)(F)C(O)=O.C([O-])(O)=O.[Na+], predict the reaction product. The product is: [F:1][C:2]1[CH:3]=[C:4]2[C:8](=[CH:9][CH:10]=1)[N:7]([CH2:11][C:12]([O:14][CH3:15])=[O:13])[C:6]([CH3:16])=[C:5]2[CH2:35][C:21]1[CH:20]=[CH:19][C:18](=[O:17])[N:23]([CH2:24][C:25]2[CH:30]=[CH:29][C:28]([C:31]([F:33])([F:32])[F:34])=[CH:27][CH:26]=2)[N:22]=1.